Dataset: Reaction yield outcomes from USPTO patents with 853,638 reactions. Task: Predict the reaction yield, written as a fraction of the theoretical maximum amount of product (1.0 means a 100% yield; for example, 0.34 means a 34% yield). (1) The yield is 0.930. No catalyst specified. The reactants are C[O:2][C:3]1[CH:4]=[C:5]2[C:9](=[CH:10][CH:11]=1)[CH2:8][NH:7][CH2:6]2.[BrH:12]. The product is [BrH:12].[OH:2][C:3]1[CH:4]=[C:5]2[C:9](=[CH:10][CH:11]=1)[CH2:8][NH:7][CH2:6]2. (2) The reactants are O=P(Cl)(Cl)Cl.FC(F)(F)[C:8]([O-])=[O:9].C[NH2+]CC1C=CC(C2N=CC3N4C(NC(=O)CC=3)CCC=24)=CC=1.[C:36]([C:38]1[CH:43]=[CH:42][C:41]([C:44]2[N:45]=[C:46]3[CH:51]=[CH:50][CH:49]=[C:48]([C:52]([O:54][CH3:55])=[O:53])[N:47]3[CH:56]=2)=[CH:40][CH:39]=1)#[N:37]. The catalyst is CN(C=O)C. The product is [C:36]([C:38]1[CH:43]=[CH:42][C:41]([C:44]2[N:45]=[C:46]3[CH:51]=[CH:50][CH:49]=[C:48]([C:52]([O:54][CH3:55])=[O:53])[N:47]3[C:56]=2[CH:8]=[O:9])=[CH:40][CH:39]=1)#[N:37]. The yield is 0.580. (3) The reactants are [OH:1][CH2:2][C:3]1([CH2:23][N:24]2[C:28]3[CH:29]=[C:30]([C:33]#[N:34])[CH:31]=[CH:32][C:27]=3[N:26]=[CH:25]2)[CH2:22][CH2:21][CH2:20][C:5]2([O:9][C:8](=[O:10])[N:7]([CH2:11][C:12]3[CH:17]=[CH:16][C:15]([O:18][CH3:19])=[CH:14][CH:13]=3)[CH2:6]2)[CH2:4]1.CCN(C(C)C)C(C)C.[CH3:44][S:45](Cl)(=[O:47])=[O:46]. The catalyst is C(Cl)Cl. The product is [CH3:44][S:45]([O:1][CH2:2][C:3]1([CH2:23][N:24]2[C:28]3[CH:29]=[C:30]([C:33]#[N:34])[CH:31]=[CH:32][C:27]=3[N:26]=[CH:25]2)[CH2:22][CH2:21][CH2:20][C:5]2([O:9][C:8](=[O:10])[N:7]([CH2:11][C:12]3[CH:17]=[CH:16][C:15]([O:18][CH3:19])=[CH:14][CH:13]=3)[CH2:6]2)[CH2:4]1)(=[O:47])=[O:46]. The yield is 0.702. (4) The reactants are [NH:1]1[C:9]2[C:4](=[C:5]([C:10]3[CH:11]=[C:12]([CH2:16][C:17]([OH:19])=[O:18])[CH:13]=[CH:14][CH:15]=3)[CH:6]=[CH:7][CH:8]=2)[CH:3]=[CH:2]1.C([OH:22])C.C(O)(=O)C.[Br-].[Br-].[Br-].[NH+]1C=CC=CC=1.[NH+]1C=CC=CC=1.[NH+]1C=CC=CC=1. The catalyst is CC(O)(C)C.[Zn].O. The product is [O:22]=[C:2]1[CH2:3][C:4]2[C:9](=[CH:8][CH:7]=[CH:6][C:5]=2[C:10]2[CH:11]=[C:12]([CH2:16][C:17]([OH:19])=[O:18])[CH:13]=[CH:14][CH:15]=2)[NH:1]1. The yield is 0.700. (5) The reactants are [NH2:1][C:2]1[C:7]2=[C:8](Br)[CH:9]=[C:10]([C:11]3[CH:16]=[CH:15][C:14]([N:17]4[CH2:22][CH2:21][N:20]([C:23]([O:25][C:26]([CH3:29])([CH3:28])[CH3:27])=[O:24])[CH2:19][CH2:18]4)=[CH:13][CH:12]=3)[N:6]2[N:5]=[CH:4][N:3]=1.[CH2:31]([N:38]1[CH:46]=[C:45]2[C:40]([CH:41]=[C:42](B3OC(C)(C)C(C)(C)O3)[CH:43]=[CH:44]2)=[N:39]1)[C:32]1[CH:37]=[CH:36][CH:35]=[CH:34][CH:33]=1.C([O-])([O-])=O.[Na+].[Na+]. The catalyst is COCCOC.C1C=CC([P]([Pd]([P](C2C=CC=CC=2)(C2C=CC=CC=2)C2C=CC=CC=2)([P](C2C=CC=CC=2)(C2C=CC=CC=2)C2C=CC=CC=2)[P](C2C=CC=CC=2)(C2C=CC=CC=2)C2C=CC=CC=2)(C2C=CC=CC=2)C2C=CC=CC=2)=CC=1. The product is [NH2:1][C:2]1[C:7]2=[C:8]([C:42]3[CH:43]=[CH:44][C:45]4[C:40]([CH:41]=3)=[N:39][N:38]([CH2:31][C:32]3[CH:37]=[CH:36][CH:35]=[CH:34][CH:33]=3)[CH:46]=4)[CH:9]=[C:10]([C:11]3[CH:16]=[CH:15][C:14]([N:17]4[CH2:22][CH2:21][N:20]([C:23]([O:25][C:26]([CH3:29])([CH3:28])[CH3:27])=[O:24])[CH2:19][CH2:18]4)=[CH:13][CH:12]=3)[N:6]2[N:5]=[CH:4][N:3]=1. The yield is 0.580. (6) The product is [CH2:1]([C@@:4]1([C:20]2[CH:25]=[CH:24][C:23]([F:26])=[CH:22][CH:21]=2)[O:9][C:8](=[O:10])[N:7]([C@H:11]([C:13]2[CH:18]=[CH:17][C:16]([N:31]3[CH:32]=[CH:33][C:29]([C:28]([F:35])([F:34])[F:27])=[N:30]3)=[CH:15][CH:14]=2)[CH3:12])[CH2:6][CH2:5]1)[CH:2]=[CH2:3]. The catalyst is CCOC(C)=O.[Cu]I. The yield is 0.430. The reactants are [CH2:1]([C@@:4]1([C:20]2[CH:25]=[CH:24][C:23]([F:26])=[CH:22][CH:21]=2)[O:9][C:8](=[O:10])[N:7]([C@H:11]([C:13]2[CH:18]=[CH:17][C:16](Br)=[CH:15][CH:14]=2)[CH3:12])[CH2:6][CH2:5]1)[CH:2]=[CH2:3].[F:27][C:28]([F:35])([F:34])[C:29]1[CH:33]=[CH:32][NH:31][N:30]=1.[O-]P([O-])([O-])=O.[K+].[K+].[K+].C1(C)C=CC=CC=1. (7) The reactants are [Cl:1][C:2]1[N:7]=[C:6]([CH2:8][C:9]([C:11]2[CH:16]=[CH:15][C:14]([O:17][CH3:18])=[CH:13][CH:12]=2)=O)[CH:5]=[CH:4][CH:3]=1.Cl.[NH2:20][OH:21].[OH-].[Na+]. The catalyst is CO. The product is [Cl:1][C:2]1[N:7]=[C:6]([CH2:8][C:9]([C:11]2[CH:16]=[CH:15][C:14]([O:17][CH3:18])=[CH:13][CH:12]=2)=[N:20][OH:21])[CH:5]=[CH:4][CH:3]=1. The yield is 0.970. (8) The reactants are [C:9](O[C:9]([O:11][C:12]([CH3:15])([CH3:14])[CH3:13])=[O:10])([O:11][C:12]([CH3:15])([CH3:14])[CH3:13])=[O:10].[C:16]([O:20][C:21]1[CH:32]=[CH:31][C:24]([CH2:25][C@H:26]([C:28]([OH:30])=[O:29])[NH2:27])=[CH:23][CH:22]=1)([CH3:19])([CH3:18])[CH3:17]. The catalyst is [OH-].[Na+].C(O)(C)(C)C. The product is [CH3:19][C:16]([O:20][C:21]1[CH:32]=[CH:31][C:24]([CH2:25][C@H:26]([C:28]([OH:30])=[O:29])[NH:27][C:9]([O:11][C:12]([CH3:13])([CH3:14])[CH3:15])=[O:10])=[CH:23][CH:22]=1)([CH3:17])[CH3:18]. The yield is 0.950. (9) The reactants are FC(F)(F)C(O)=O.C(OC([N:15]1[CH2:18][CH:17]([CH2:19][N:20]([CH3:26])[CH:21]2[CH2:25][CH2:24][O:23][CH2:22]2)[CH2:16]1)=O)(C)(C)C. The catalyst is ClCCl. The product is [NH:15]1[CH2:18][CH:17]([CH2:19][N:20]([CH3:26])[CH:21]2[CH2:25][CH2:24][O:23][CH2:22]2)[CH2:16]1. The yield is 0.860.